Dataset: Forward reaction prediction with 1.9M reactions from USPTO patents (1976-2016). Task: Predict the product of the given reaction. (1) Given the reactants [C:1]([O:6][CH2:7][O:8][C:9]1[CH:10]=[CH:11][C:12]2[CH2:13][C@H:14]3[N:25](C(OCC4C=CC=CC=4)=O)[CH2:24][CH2:23][C@@:20]4([C:21]=2[CH:22]=1)[C@H:15]3[CH2:16][CH2:17][CH2:18][CH2:19]4)(=[O:5])[CH:2]([CH3:4])[CH3:3], predict the reaction product. The product is: [C:1]([O:6][CH2:7][O:8][C:9]1[CH:10]=[CH:11][C:12]2[CH2:13][C@H:14]3[NH:25][CH2:24][CH2:23][C@@:20]4([C:21]=2[CH:22]=1)[C@H:15]3[CH2:16][CH2:17][CH2:18][CH2:19]4)(=[O:5])[CH:2]([CH3:4])[CH3:3]. (2) Given the reactants [Cl:1][C:2]1[CH:3]=[CH:4][CH:5]=[C:6]2[C:10]=1[C:9](=[O:11])[N:8]([C:12]1[CH:13]=[C:14]([CH:32]=[CH:33][CH:34]=1)[C:15]([NH:17]CCC1CCN(C3C=CN=CC=3)CC1)=[O:16])[CH2:7]2.[N:35]1[CH:40]=[CH:39][CH:38]=[N:37][C:36]=1[N:41]1[CH2:46][CH2:45]N[CH2:43][CH2:42]1.ClC1C=CC=C2C=1C(=O)N(C1C=C(C=CC=1)C(O)=O)C2, predict the reaction product. The product is: [Cl:1][C:2]1[CH:3]=[CH:4][CH:5]=[C:6]2[C:10]=1[C:9](=[O:11])[N:8]([C:12]1[CH:34]=[CH:33][CH:32]=[C:14]([C:15]([N:17]3[CH2:43][CH2:42][N:41]([C:36]4[N:35]=[CH:40][CH:39]=[CH:38][N:37]=4)[CH2:46][CH2:45]3)=[O:16])[CH:13]=1)[CH2:7]2. (3) Given the reactants [Br:1][C:2]1[C:7]([O:8][CH3:9])=[CH:6][C:5]([CH2:10][OH:11])=[CH:4][C:3]=1[O:12][CH3:13].[O:14]1[CH:19]=[CH:18][CH2:17][CH2:16][CH2:15]1.O.C1(C)C=CC(S(O)(=O)=O)=CC=1.COC(C)(C)C, predict the reaction product. The product is: [Br:1][C:2]1[C:7]([O:8][CH3:9])=[CH:6][C:5]([CH2:10][O:11][CH:15]2[CH2:16][CH2:17][CH2:18][CH2:19][O:14]2)=[CH:4][C:3]=1[O:12][CH3:13]. (4) The product is: [CH2:1]([O:3][C:4](=[O:18])[CH2:5][CH:6]1[O:10][B:9]([OH:11])[C:8]2[CH:12]=[C:13]([O:17][C:26]3[CH:27]=[N:28][CH:29]=[C:30]([C:32]#[N:33])[N:31]=3)[CH:14]=[C:15]([CH3:16])[C:7]1=2)[CH3:2]. Given the reactants [CH2:1]([O:3][C:4](=[O:18])[CH2:5][CH:6]1[O:10][B:9]([OH:11])[C:8]2[CH:12]=[C:13]([OH:17])[CH:14]=[C:15]([CH3:16])[C:7]1=2)[CH3:2].C(=O)([O-])[O-].[Cs+].[Cs+].Cl[C:26]1[N:31]=[C:30]([C:32]#[N:33])[CH:29]=[N:28][CH:27]=1, predict the reaction product.